The task is: Predict the product of the given reaction.. This data is from Forward reaction prediction with 1.9M reactions from USPTO patents (1976-2016). (1) The product is: [CH2:19]([O:20][C:21](=[O:4])/[CH:17]=[C:14](/[C:11]1[CH:12]=[CH:13][C:8]([Br:7])=[CH:9][CH:10]=1)\[CH3:15])[CH3:18]. Given the reactants CC(C)([O-:4])C.[K+].[Br:7][C:8]1[CH:13]=[CH:12][C:11]([C:14](=O)[CH3:15])=[CH:10][CH:9]=1.[CH2:17]1[CH2:21][O:20][CH2:19][CH2:18]1, predict the reaction product. (2) Given the reactants O.[C:2]1([CH3:12])[CH:7]=[CH:6]C(S(O)(=O)=O)=CC=1.[CH2:13]([CH:15]1[O:17][CH2:16]1)[F:14].C1(C[NH:22][C:23]2[C:24]([S:42][CH3:43])=[N:25][N:26]3[C:31]([C:32]4[C:37]([CH3:38])=[CH:36][C:35]([CH3:39])=[CH:34][C:33]=4[O:40][CH3:41])=[CH:30][CH:29]=[CH:28][C:27]=23)CC1, predict the reaction product. The product is: [CH:7]1([CH2:6][CH:16]([NH:22][C:23]2[C:24]([S:42][CH3:43])=[N:25][N:26]3[C:31]([C:32]4[C:37]([CH3:38])=[CH:36][C:35]([CH3:39])=[CH:34][C:33]=4[O:40][CH3:41])=[CH:30][CH:29]=[CH:28][C:27]=23)[CH:15]([OH:17])[CH2:13][F:14])[CH2:2][CH2:12]1. (3) Given the reactants [F:1][C:2]1[C:3]([O:20][CH3:21])=[CH:4][C:5]([CH2:15][CH2:16][CH:17]([CH3:19])[CH3:18])=[C:6](/[CH:8]=[CH:9]/[C:10]([O:12][CH2:13][CH3:14])=[O:11])[CH:7]=1.[H][H], predict the reaction product. The product is: [F:1][C:2]1[C:3]([O:20][CH3:21])=[CH:4][C:5]([CH2:15][CH2:16][CH:17]([CH3:18])[CH3:19])=[C:6]([CH2:8][CH2:9][C:10]([O:12][CH2:13][CH3:14])=[O:11])[CH:7]=1. (4) The product is: [CH3:21][S:18]([NH:17][CH2:16][CH2:15][C:10]1[CH:9]=[CH:8][C:7]2[C:12](=[CH:13][CH:14]=[C:5]([O:4][CH2:3][CH2:2][NH:1][CH2:22][C:23]3[CH:28]=[CH:27][CH:26]=[CH:25][CH:24]=3)[CH:6]=2)[CH:11]=1)(=[O:20])=[O:19]. Given the reactants [NH2:1][CH2:2][CH2:3][O:4][C:5]1[CH:6]=[C:7]2[C:12](=[CH:13][CH:14]=1)[CH:11]=[C:10]([CH2:15][CH2:16][NH:17][S:18]([CH3:21])(=[O:20])=[O:19])[CH:9]=[CH:8]2.[CH:22](=O)[C:23]1[CH:28]=[CH:27][CH:26]=[CH:25][CH:24]=1.C(O)(=O)C.[BH4-].[Na+], predict the reaction product. (5) Given the reactants [CH2:1]([O:5][CH:6]1[CH2:11][CH2:10][N:9]([C:12]2[CH:17]=[CH:16][C:15]([C:18]3[S:22][C:21]([C:23]4[CH:32]=[CH:31][C:26]([C:27]([O:29]C)=[O:28])=[CH:25][CH:24]=4)=[N:20][N:19]=3)=[CH:14][CH:13]=2)[CH2:8][CH2:7]1)[CH2:2][CH2:3][CH3:4].[OH-].[Na+].Cl, predict the reaction product. The product is: [CH2:1]([O:5][CH:6]1[CH2:7][CH2:8][N:9]([C:12]2[CH:13]=[CH:14][C:15]([C:18]3[S:22][C:21]([C:23]4[CH:24]=[CH:25][C:26]([C:27]([OH:29])=[O:28])=[CH:31][CH:32]=4)=[N:20][N:19]=3)=[CH:16][CH:17]=2)[CH2:10][CH2:11]1)[CH2:2][CH2:3][CH3:4].